Dataset: Full USPTO retrosynthesis dataset with 1.9M reactions from patents (1976-2016). Task: Predict the reactants needed to synthesize the given product. (1) The reactants are: [Cl:1][C:2]1[N:7]=[C:6](Cl)[CH:5]=[C:4]([Cl:9])[N:3]=1.[CH3:10][N:11]1[C:15](B(O)O)=[CH:14][CH:13]=[N:12]1. Given the product [Cl:1][C:2]1[N:3]=[C:4]([Cl:9])[CH:5]=[C:6]([C:15]2[N:11]([CH3:10])[N:12]=[CH:13][CH:14]=2)[N:7]=1, predict the reactants needed to synthesize it. (2) Given the product [NH2:25][C:20]1[CH:21]=[N:22][CH:23]=[CH:24][C:19]=1[C:4]1[CH2:3][C:2]([CH3:28])([CH3:1])[CH2:7][CH:6]([N:8]2[C:9](=[O:18])[C:10]3[C:15](=[CH:14][CH:13]=[CH:12][CH:11]=3)[C:16]2=[O:17])[CH:5]=1, predict the reactants needed to synthesize it. The reactants are: [CH3:1][C:2]1([CH3:28])[CH2:7][CH:6]([N:8]2[C:16](=[O:17])[C:15]3[C:10](=[CH:11][CH:12]=[CH:13][CH:14]=3)[C:9]2=[O:18])[CH:5]=[C:4]([C:19]2[CH:24]=[CH:23][N:22]=[CH:21][C:20]=2[N+:25]([O-])=O)[CH2:3]1.